Dataset: Reaction yield outcomes from USPTO patents with 853,638 reactions. Task: Predict the reaction yield, written as a fraction of the theoretical maximum amount of product (1.0 means a 100% yield; for example, 0.34 means a 34% yield). (1) The reactants are [NH2:1][C@@H:2]1[CH2:7][CH2:6][CH2:5][CH2:4][C@@H:3]1[NH2:8].C12BC(CCC1)CCC2.[CH2:18]([O:25][C:26](Cl)=[O:27])[C:19]1[CH:24]=[CH:23][CH:22]=[CH:21][CH:20]=1.O. The catalyst is C1COCC1.CN1C(=O)CCC1.C(OC(=O)C)C. The product is [NH2:1][C@@H:2]1[CH2:7][CH2:6][CH2:5][CH2:4][C@@H:3]1[NH:8][C:26](=[O:27])[O:25][CH2:18][C:19]1[CH:24]=[CH:23][CH:22]=[CH:21][CH:20]=1. The yield is 0.570. (2) The reactants are [CH2:1]([O:3][CH:4]([O:7][CH2:8][CH3:9])[CH2:5][NH2:6])[CH3:2].[CH2:10](Br)[CH2:11][CH:12]([CH3:14])[CH3:13]. No catalyst specified. The product is [CH2:1]([O:3][CH:4]([O:7][CH2:8][CH3:9])[CH2:5][NH:6][CH2:10][CH2:11][CH:12]([CH3:14])[CH3:13])[CH3:2]. The yield is 0.770.